The task is: Predict the reaction yield, written as a fraction of the theoretical maximum amount of product (1.0 means a 100% yield; for example, 0.34 means a 34% yield).. This data is from Reaction yield outcomes from USPTO patents with 853,638 reactions. (1) The reactants are CCN(C(C)C)C(C)C.Cl.[CH3:11][N:12]1[CH2:17][CH2:16][N:15]([C:18]2[CH:26]=[CH:25][C:21]([C:22]([OH:24])=O)=[CH:20][CH:19]=2)[CH2:14][CH2:13]1.C1C=CC2N(O)N=NC=2C=1.CCN=C=NCCCN(C)C.Cl.[NH2:49][CH2:50][C:51]([N:53]1[CH2:58][CH2:57][N:56]([C:59](=[O:71])[C:60]2[CH:65]=[C:64]([F:66])[CH:63]=[CH:62][C:61]=2[C:67]([F:70])([F:69])[F:68])[CH2:55][CH2:54]1)=[O:52]. The catalyst is CN(C=O)C.O. The product is [F:66][C:64]1[CH:63]=[CH:62][C:61]([C:67]([F:69])([F:68])[F:70])=[C:60]([CH:65]=1)[C:59]([N:56]1[CH2:57][CH2:58][N:53]([C:51](=[O:52])[CH2:50][NH:49][C:22](=[O:24])[C:21]2[CH:20]=[CH:19][C:18]([N:15]3[CH2:14][CH2:13][N:12]([CH3:11])[CH2:17][CH2:16]3)=[CH:26][CH:25]=2)[CH2:54][CH2:55]1)=[O:71]. The yield is 0.413. (2) The reactants are C(OC([CH:8]1[NH:13][CH2:12][CH2:11][N:10](C(O)=O)[C:9]1(C(OC(C)(C)C)=O)[C:17]1[N:18]=[N:19][N:20]([CH3:22])[N:21]=1)=O)(C)(C)C.[F:30][C:31]([F:36])([F:35])[C:32]([OH:34])=[O:33]. The catalyst is ClCCl. The product is [F:30][C:31]([F:36])([F:35])[C:32]([OH:34])=[O:33].[F:30][C:31]([F:36])([F:35])[C:32]([OH:34])=[O:33].[CH3:22][N:20]1[N:19]=[N:18][C:17]([CH:9]2[CH2:8][NH:13][CH2:12][CH2:11][NH:10]2)=[N:21]1. The yield is 0.883. (3) The reactants are [CH2:1]([C@@H:8]([C:31](=[O:46])[N:32]([CH3:45])[C@@H:33]([CH:42]([CH3:44])[CH3:43])/[CH:34]=[C:35](\[CH3:41])/[C:36]([O:38]CC)=[O:37])[NH:9][C:10](=[O:30])[C@H:11]([C:21]([CH3:29])([C:23]1[CH:28]=[CH:27][CH:26]=[CH:25][CH:24]=1)[CH3:22])[N:12]([CH3:20])[C:13](=[O:19])[O:14][C:15]([CH3:18])([CH3:17])[CH3:16])[C:2]1[CH:7]=[CH:6][CH:5]=[CH:4][CH:3]=1.[OH-].[Li+]. The catalyst is O.CO. The product is [CH2:1]([C@@H:8]([C:31](=[O:46])[N:32]([CH3:45])[C@@H:33]([CH:42]([CH3:43])[CH3:44])/[CH:34]=[C:35](\[CH3:41])/[C:36]([OH:38])=[O:37])[NH:9][C:10](=[O:30])[C@H:11]([C:21]([CH3:29])([C:23]1[CH:28]=[CH:27][CH:26]=[CH:25][CH:24]=1)[CH3:22])[N:12]([CH3:20])[C:13](=[O:19])[O:14][C:15]([CH3:16])([CH3:17])[CH3:18])[C:2]1[CH:7]=[CH:6][CH:5]=[CH:4][CH:3]=1. The yield is 1.00. (4) The reactants are [H-].[Na+].[CH2:3]([N:10]([CH2:14][CH2:15][OH:16])[CH2:11][CH2:12][OH:13])[C:4]1[CH:9]=[CH:8][CH:7]=[CH:6][CH:5]=1.CS(O[CH2:22][CH2:23][CH2:24][CH2:25][CH2:26][CH2:27][CH2:28][CH2:29]/[CH:30]=[CH:31]\[CH2:32]/[CH:33]=[CH:34]\[CH2:35][CH2:36][CH2:37][CH2:38][CH3:39])(=O)=O.[CH2:40](O)[CH3:41]. The catalyst is C1(C)C=CC=CC=1.[Cl-].[Na+].O. The product is [CH2:3]([N:10]([CH2:14][CH2:15][O:16][CH2:37][CH2:36][CH2:35][CH2:34][CH2:33][CH2:32][CH2:31][CH2:30]/[CH:29]=[CH:28]\[CH2:27]/[CH:26]=[CH:25]\[CH2:24][CH2:23][CH2:22][CH2:40][CH3:41])[CH2:11][CH2:12][O:13][CH2:22][CH2:23][CH2:24][CH2:25][CH2:26][CH2:27][CH2:28][CH2:29]/[CH:30]=[CH:31]\[CH2:32]/[CH:33]=[CH:34]\[CH2:35][CH2:36][CH2:37][CH2:38][CH3:39])[C:4]1[CH:9]=[CH:8][CH:7]=[CH:6][CH:5]=1. The yield is 0.690. (5) The reactants are Cl[C:2]1[N:3]=[C:4]([N:22]2[CH2:27][CH2:26][NH:25][CH2:24][CH:23]2[C:28](=[O:37])[NH:29][C:30]2[CH:35]=[CH:34][CH:33]=[C:32]([CH3:36])[CH:31]=2)[C:5]2[N:11]=[C:10]([C:12]3[CH:17]=[CH:16][C:15]([O:18][CH3:19])=[C:14]([O:20][CH3:21])[CH:13]=3)[CH:9]=[CH:8][C:6]=2[N:7]=1.C([O-])([O-])=O.[K+].[K+].[NH2:44][C:45]1[CH:50]=[CH:49][C:48]([CH3:51])=[CH:47][CH:46]=1. The catalyst is O1CCOCC1.CC(O)(C)C.O.C1C=CC([P]([Pd]([P](C2C=CC=CC=2)(C2C=CC=CC=2)C2C=CC=CC=2)([P](C2C=CC=CC=2)(C2C=CC=CC=2)C2C=CC=CC=2)[P](C2C=CC=CC=2)(C2C=CC=CC=2)C2C=CC=CC=2)(C2C=CC=CC=2)C2C=CC=CC=2)=CC=1. The product is [C:48]1([CH3:51])[CH:49]=[CH:50][C:45]([NH:44][C:2]2[N:3]=[C:4]([N:22]3[CH2:27][CH2:26][NH:25][CH2:24][CH:23]3[C:28](=[O:37])[NH:29][C:30]3[CH:35]=[CH:34][CH:33]=[C:32]([CH3:36])[CH:31]=3)[C:5]3[N:11]=[C:10]([C:12]4[CH:17]=[CH:16][C:15]([O:18][CH3:19])=[C:14]([O:20][CH3:21])[CH:13]=4)[CH:9]=[CH:8][C:6]=3[N:7]=2)=[CH:46][CH:47]=1. The yield is 0.250. (6) The reactants are [OH:1][C:2]1[CH:3]=[C:4]2[C:9](=[CH:10][CH:11]=1)[S:8][C:7]([CH3:13])([CH3:12])[CH2:6][C:5]2=[O:14].[F:15][C:16]([F:29])([F:28])[S:17](O[S:17]([C:16]([F:29])([F:28])[F:15])(=[O:19])=[O:18])(=[O:19])=[O:18]. The catalyst is N1C=CC=CC=1. The product is [F:15][C:16]([F:29])([F:28])[S:17]([O:1][C:2]1[CH:3]=[C:4]2[C:9](=[CH:10][CH:11]=1)[S:8][C:7]([CH3:12])([CH3:13])[CH2:6][C:5]2=[O:14])(=[O:19])=[O:18]. The yield is 0.470. (7) The reactants are [CH2:1]([C:3]1[C:7]2[CH:8]=[CH:9][CH:10]=[CH:11][C:6]=2[O:5][C:4]=1[CH2:12][NH:13][CH3:14])[CH3:2].[O:15]=[C:16]1[CH2:21][O:20][C:19]2[CH:22]=[C:23](/[CH:26]=[CH:27]/[C:28]([OH:30])=O)[CH:24]=[N:25][C:18]=2[NH:17]1.ON1C2C=CC=CC=2N=N1.C(N(C(C)C)CC)(C)C.CN(C)CCCN=C=NCC. The catalyst is CN(C=O)C.O. The product is [CH2:1]([C:3]1[C:7]2[CH:8]=[CH:9][CH:10]=[CH:11][C:6]=2[O:5][C:4]=1[CH2:12][N:13]([CH3:14])[C:28](=[O:30])/[CH:27]=[CH:26]/[C:23]1[CH:24]=[N:25][C:18]2[NH:17][C:16](=[O:15])[CH2:21][O:20][C:19]=2[CH:22]=1)[CH3:2]. The yield is 0.520.